This data is from CYP3A4 inhibition data for predicting drug metabolism from PubChem BioAssay. The task is: Regression/Classification. Given a drug SMILES string, predict its absorption, distribution, metabolism, or excretion properties. Task type varies by dataset: regression for continuous measurements (e.g., permeability, clearance, half-life) or binary classification for categorical outcomes (e.g., BBB penetration, CYP inhibition). Dataset: cyp3a4_veith. (1) The drug is COc1cc2c3cc1Oc1cc(ccc1O)C[C@@H]1c4c(cc(OC)c(O)c4Oc4ccc(cc4)C[C@H]3[N+](C)(C)CC2)CC[N+]1(C)C. The result is 0 (non-inhibitor). (2) The result is 1 (inhibitor). The drug is CCC(C)NC(=O)CCS(=O)(=O)c1ccc(Br)s1.